The task is: Predict the reaction yield, written as a fraction of the theoretical maximum amount of product (1.0 means a 100% yield; for example, 0.34 means a 34% yield).. This data is from Reaction yield outcomes from USPTO patents with 853,638 reactions. (1) The reactants are Cl.Cl.[NH2:3][CH2:4][CH2:5][S:6][S:7][CH2:8][CH2:9][NH2:10].C(N(CC)CC)C.[CH3:18][C:19]([O:22][C:23](O[C:23]([O:22][C:19]([CH3:21])([CH3:20])[CH3:18])=[O:24])=[O:24])([CH3:21])[CH3:20]. The catalyst is CO. The product is [NH2:3][CH2:4][CH2:5][S:6][S:7][CH2:8][CH2:9][NH:10][C:23](=[O:24])[O:22][C:19]([CH3:21])([CH3:20])[CH3:18]. The yield is 0.440. (2) The reactants are [NH2:1][C:2]1[CH:12]=[C:11]([F:13])[C:10]([Br:14])=[CH:9][C:3]=1[C:4]([NH:6][CH2:7][CH3:8])=[O:5].C1(C)C=CC=CC=1.[C:22](Cl)(Cl)=[O:23]. The catalyst is C1COCC1. The product is [Br:14][C:10]1[CH:9]=[C:3]2[C:2](=[CH:12][C:11]=1[F:13])[NH:1][C:22](=[O:23])[N:6]([CH2:7][CH3:8])[C:4]2=[O:5]. The yield is 0.230. (3) The reactants are [NH2:1][CH:2]1[CH2:5][N:4]([C:6]2[CH:7]=[C:8]([CH:14]=[CH:15][CH:16]=2)[C:9]([O:11][CH2:12][CH3:13])=[O:10])[CH2:3]1.[Cl:17][C:18]1[N:19]=[C:20]([C:25](O)=[O:26])[NH:21][C:22]=1[CH2:23][CH3:24].CCN=C=NCCCN(C)C.Cl.ON1C2C=CC=CC=2N=N1.CN1CCOCC1. No catalyst specified. The product is [Cl:17][C:18]1[N:19]=[C:20]([C:25]([NH:1][CH:2]2[CH2:3][N:4]([C:6]3[CH:7]=[C:8]([CH:14]=[CH:15][CH:16]=3)[C:9]([O:11][CH2:12][CH3:13])=[O:10])[CH2:5]2)=[O:26])[NH:21][C:22]=1[CH2:23][CH3:24]. The yield is 0.450. (4) The reactants are Cl.[CH3:2][C:3]1[CH:4]=[C:5]([NH:10][NH2:11])[CH:6]=[CH:7][C:8]=1[CH3:9].[C:12](OCC)(=[O:17])[CH2:13][C:14]([CH3:16])=O.C([O-])(=O)C.[Na+]. The catalyst is C(O)(=O)C. The product is [CH3:2][C:3]1[CH:4]=[C:5]([N:10]2[C:12](=[O:17])[CH:13]=[C:14]([CH3:16])[NH:11]2)[CH:6]=[CH:7][C:8]=1[CH3:9]. The yield is 0.760. (5) The reactants are [C:1]([C:3]1[C:4]([C:19]2[CH:24]=[CH:23][C:22]([N+:25]([O-:27])=[O:26])=[CH:21][CH:20]=2)=[N:5][S:6][C:7]=1[NH:8][C:9]([NH:11][CH2:12][CH2:13][CH2:14][C:15](OC)=[O:16])=[O:10])#[N:2].S(=O)(=O)(O)[OH:29]. No catalyst specified. The product is [N+:25]([C:22]1[CH:21]=[CH:20][C:19]([C:4]2[C:3]([C:1]([NH2:2])=[O:29])=[C:7]([NH:8][C:9]([N:11]3[CH2:12][CH2:13][CH2:14][C:15]3=[O:16])=[O:10])[S:6][N:5]=2)=[CH:24][CH:23]=1)([O-:27])=[O:26]. The yield is 0.990. (6) The reactants are C[O:2][C:3](=[O:34])[C:4]1[CH:9]=[C:8]([Cl:10])[C:7]([O:11][CH3:12])=[CH:6][C:5]=1[O:13][CH2:14][CH2:15][CH2:16][N:17]1[CH2:22][CH2:21][C:20]([CH2:24][C:25]2[CH:30]=[CH:29][C:28]([F:31])=[CH:27][CH:26]=2)([OH:23])[C:19]([CH3:33])([CH3:32])[CH2:18]1.[Li+].[OH-]. The catalyst is C1COCC1.O. The product is [Cl:10][C:8]1[C:7]([O:11][CH3:12])=[CH:6][C:5]([O:13][CH2:14][CH2:15][CH2:16][N:17]2[CH2:22][CH2:21][C:20]([CH2:24][C:25]3[CH:26]=[CH:27][C:28]([F:31])=[CH:29][CH:30]=3)([OH:23])[C:19]([CH3:33])([CH3:32])[CH2:18]2)=[C:4]([CH:9]=1)[C:3]([OH:34])=[O:2]. The yield is 0.900. (7) The reactants are [Cl-].[C:2]([NH:5][C:6]1[S:7][CH:8]=[C:9]([CH2:11][P+](C2C=CC=CC=2)(C2C=CC=CC=2)C2C=CC=CC=2)[N:10]=1)(=[O:4])[CH3:3].CC(C)([O-])C.[K+].[CH:37]([C:39]1[S:43][C:42]([C:44]([OH:46])=[O:45])=[CH:41][CH:40]=1)=O.O. The catalyst is CN(C)C=O. The product is [C:2]([NH:5][C:6]1[S:7][CH:8]=[C:9]([CH:11]=[CH:37][C:39]2[S:43][C:42]([C:44]([OH:46])=[O:45])=[CH:41][CH:40]=2)[N:10]=1)(=[O:4])[CH3:3]. The yield is 0.586. (8) The reactants are [CH3:1][O:2][CH:3]1[CH2:7][CH2:6][N:5]([C:8]([C:10]2[S:18][C:17]3[C:12](=[N:13][CH:14]=[CH:15][C:16]=3[O:19][C:20]3[CH:32]=[CH:31][C:23]4[C:24]([C:28]([OH:30])=O)=[C:25]([CH3:27])[O:26][C:22]=4[CH:21]=3)[CH:11]=2)=[O:9])[CH2:4]1.C(Cl)(=O)C(Cl)=O.[CH:39]1([NH2:42])[CH2:41][CH2:40]1. No catalyst specified. The product is [CH:39]1([NH:42][C:28]([C:24]2[C:23]3[CH:31]=[CH:32][C:20]([O:19][C:16]4[CH:15]=[CH:14][N:13]=[C:12]5[CH:11]=[C:10]([C:8]([N:5]6[CH2:6][CH2:7][CH:3]([O:2][CH3:1])[CH2:4]6)=[O:9])[S:18][C:17]=45)=[CH:21][C:22]=3[O:26][C:25]=2[CH3:27])=[O:30])[CH2:41][CH2:40]1. The yield is 0.330.